This data is from Full USPTO retrosynthesis dataset with 1.9M reactions from patents (1976-2016). The task is: Predict the reactants needed to synthesize the given product. (1) Given the product [CH2:20]([C:21]1[CH:26]=[CH:25][C:24]([O:4][C:1](=[O:3])[N:10]([CH3:11])[C@H:9]2[CH2:8][NH:7][C:6]2=[O:5])=[CH:23][CH:22]=1)[C:27]1[CH:32]=[CH:31][CH:30]=[CH:29][CH:28]=1, predict the reactants needed to synthesize it. The reactants are: [C:1]([O-:4])(=[O:3])C.[O:5]=[C:6]1[C@@H:9]([NH3+:10])[CH2:8][NH:7]1.[CH3:11]CN(C(C)C)C(C)C.[CH2:20]([C:27]1[CH:32]=[CH:31][C:30](C2C=CN(C([O-])=O)C(=O)C=2C)=[CH:29][CH:28]=1)[C:21]1[CH:26]=[CH:25][CH:24]=[CH:23][CH:22]=1. (2) Given the product [CH2:1]1[C:11]2=[C:12]3[C:7](=[CH:8][CH:9]=[CH:10]2)[CH2:6][CH2:5][N:4]([CH2:13][CH2:14][CH2:15][NH:16][C:22](=[O:24])[CH3:23])[CH:3]3[CH2:2]1, predict the reactants needed to synthesize it. The reactants are: [CH2:1]1[C:11]2=[C:12]3[C:7](=[CH:8][CH:9]=[CH:10]2)[CH2:6][CH2:5][N:4]([CH2:13][CH2:14][CH2:15][NH2:16])[CH:3]3[CH2:2]1.C([O-])(O)=O.[Na+].[C:22](OC(=O)C)(=[O:24])[CH3:23].